This data is from CYP2C9 inhibition data for predicting drug metabolism from PubChem BioAssay. The task is: Regression/Classification. Given a drug SMILES string, predict its absorption, distribution, metabolism, or excretion properties. Task type varies by dataset: regression for continuous measurements (e.g., permeability, clearance, half-life) or binary classification for categorical outcomes (e.g., BBB penetration, CYP inhibition). Dataset: cyp2c9_veith. The compound is O=C(CSc1nnc(-c2ccc(Cl)cc2Cl)n1C1CCCCC1)NC1CCS(=O)(=O)C1. The result is 0 (non-inhibitor).